This data is from Catalyst prediction with 721,799 reactions and 888 catalyst types from USPTO. The task is: Predict which catalyst facilitates the given reaction. (1) Product: [N+:17]([C:20]1[CH:21]=[CH:22][C:23]([CH2:24][O:25][C:26](=[O:27])[NH:13][CH2:12][C@@H:8]([NH:7][C:6]([O:5][C:1]([CH3:4])([CH3:3])[CH3:2])=[O:16])[CH:9]([CH3:11])[CH3:10])=[CH:29][CH:30]=1)([O-:19])=[O:18]. The catalyst class is: 19. Reactant: [C:1]([O:5][C:6](=[O:16])[NH:7][C@H:8]([CH2:12][N:13]=[N+]=[N-])[CH:9]([CH3:11])[CH3:10])([CH3:4])([CH3:3])[CH3:2].[N+:17]([C:20]1[CH:30]=[CH:29][C:23]([CH2:24][O:25][C:26](Cl)=[O:27])=[CH:22][CH:21]=1)([O-:19])=[O:18].C(N(CC)CC)C. (2) Reactant: C(P(C(C)(C)C)C(C)(C)C)(C)(C)C.CCCCCC.[C:20]([O:24][C:25](=[O:43])[N:26]([CH2:30][CH2:31][N:32]1[C:41]2[C:36](=[CH:37][C:38](Br)=[CH:39][CH:40]=2)[CH2:35][CH2:34][CH2:33]1)[CH:27]([CH3:29])[CH3:28])([CH3:23])([CH3:22])[CH3:21].C[Si]([N-:48][Si](C)(C)C)(C)C.[Li+].CCCC[N+](CCCC)(CCCC)CCCC.[F-]. Product: [C:20]([O:24][C:25](=[O:43])[N:26]([CH2:30][CH2:31][N:32]1[C:41]2[C:36](=[CH:37][C:38]([NH2:48])=[CH:39][CH:40]=2)[CH2:35][CH2:34][CH2:33]1)[CH:27]([CH3:29])[CH3:28])([CH3:23])([CH3:22])[CH3:21]. The catalyst class is: 443.